From a dataset of Full USPTO retrosynthesis dataset with 1.9M reactions from patents (1976-2016). Predict the reactants needed to synthesize the given product. (1) Given the product [CH3:17][C:18]1[C:22](=[O:23])[CH2:21][CH2:20][C:19]=1[C:2]1[CH:3]=[CH:4][CH:5]=[C:6]2[C:11]=1[N:10]=[CH:9][CH:8]=[CH:7]2, predict the reactants needed to synthesize it. The reactants are: Br[C:2]1[CH:3]=[CH:4][CH:5]=[C:6]2[C:11]=1[N:10]=[CH:9][CH:8]=[CH:7]2.C([Li])CCC.[CH3:17][C:18]1[C:19](=O)[CH2:20][CH2:21][C:22]=1[O:23][Si](C)(C)C.Cl.N. (2) Given the product [Cl:5][C:6]1[CH:11]=[CH:10][C:9]([C:12]2[N:17]=[C:26]([C:25]([OH:3])=[O:27])[CH:15]=[CH:14][C:13]=2[O:20][CH2:21][CH:22]2[CH2:24][CH2:23]2)=[CH:8][CH:7]=1, predict the reactants needed to synthesize it. The reactants are: C(Cl)(=[O:3])C.[Cl:5][C:6]1[CH:11]=[CH:10][C:9]([C:12]2[N:17]=C(C#N)[CH:15]=[CH:14][C:13]=2[O:20][CH2:21][CH:22]2[CH2:24][CH2:23]2)=[CH:8][CH:7]=1.[CH2:25]([OH:27])[CH3:26]. (3) Given the product [C:25]([C:24]1[CH:27]=[CH:28][C:21]([N:18]2[C:1](=[O:3])[C:4]([CH3:6])([CH3:5])[N:7]([C:8]3[CH:16]=[CH:15][C:11]([C:12]([OH:14])=[O:13])=[C:10]([F:17])[CH:9]=3)[C:19]2=[S:20])=[CH:22][C:23]=1[C:29]([F:30])([F:31])[F:32])#[N:26], predict the reactants needed to synthesize it. The reactants are: [C:1]([C:4]([NH:7][C:8]1[CH:16]=[CH:15][C:11]([C:12]([OH:14])=[O:13])=[C:10]([F:17])[CH:9]=1)([CH3:6])[CH3:5])([OH:3])=O.[N:18]([C:21]1[CH:28]=[CH:27][C:24]([C:25]#[N:26])=[C:23]([C:29]([F:32])([F:31])[F:30])[CH:22]=1)=[C:19]=[S:20].C(N(CC)CC)C.